From a dataset of Reaction yield outcomes from USPTO patents with 853,638 reactions. Predict the reaction yield, written as a fraction of the theoretical maximum amount of product (1.0 means a 100% yield; for example, 0.34 means a 34% yield). (1) The reactants are [CH2:1]1[O:7][P:5]([OH:8])(=[O:6])[CH2:4][O:3][C@H:2]1[CH2:9][N:10]1[C:15](=[O:16])[N:14]=[C:13]([NH2:17])[CH:12]=[CH:11]1.C1(NC(N2CCOCC2)=NC2CCCCC2)CCCCC1.Br[CH2:40][CH2:41][CH2:42][O:43][CH2:44][CH2:45][CH2:46][CH2:47][CH2:48][CH2:49][CH2:50][CH2:51][CH2:52][CH2:53][CH2:54][CH2:55][CH2:56][CH2:57][CH2:58][CH3:59]. No catalyst specified. The product is [CH3:59][CH2:58][CH2:57][CH2:56][CH2:55][CH2:54][CH2:53][CH2:52][CH2:51][CH2:50][CH2:49][CH2:48][CH2:47][CH2:46][CH2:45][CH2:44][O:43][CH2:42][CH2:41][CH2:40][O:6][P:5]1([O:7][CH2:1][C@H:2]([CH2:9][N:10]2[C:15](=[O:16])[N:14]=[C:13]([NH2:17])[CH:12]=[CH:11]2)[O:3][CH2:4]1)=[O:8]. The yield is 0.250. (2) The reactants are FC(F)C1NC2C=CC=CC=2N=1.FC(F)C1NC2C(O[SiH3])=C(C(C)(C)C)C(C)=C(C)C=2N=1.[F:33][CH:34]([F:72])[C:35]1[N:39]([C:40]2[N:45]=[C:44]([N:46]3[CH2:51][CH2:50][O:49][C@@H:48]([CH3:52])[C@H:47]3[CH3:53])[N:43]=[C:42]([N:54]3[CH2:59][CH2:58][O:57][CH2:56][CH2:55]3)[N:41]=2)[C:38]2[CH:60]=[CH:61][C:62]([O:64][Si](C(C)(C)C)(C)C)=[CH:63][C:37]=2[N:36]=1.[F-].C([N+](CCCC)(CCCC)CCCC)CCC. The catalyst is C1COCC1.O. The product is [F:72][CH:34]([F:33])[C:35]1[N:39]([C:40]2[N:45]=[C:44]([N:46]3[CH2:51][CH2:50][O:49][C@@H:48]([CH3:52])[C@H:47]3[CH3:53])[N:43]=[C:42]([N:54]3[CH2:59][CH2:58][O:57][CH2:56][CH2:55]3)[N:41]=2)[C:38]2[CH:60]=[CH:61][C:62]([OH:64])=[CH:63][C:37]=2[N:36]=1. The yield is 0.790. (3) The reactants are [Cl-].O[NH3+:3].[C:4](=[O:7])([O-])[OH:5].[Na+].CS(C)=O.[CH3:13][O:14][CH2:15][C:16]1[N:47]=[C:19]2[N:20]([CH:43]([CH3:46])[CH2:44][CH3:45])[C:21](=[O:42])[C:22]([CH2:27][C:28]3[CH:33]=[CH:32][C:31]([C:34]4[C:35]([C:40]#[N:41])=[CH:36][CH:37]=[CH:38][CH:39]=4)=[CH:30][CH:29]=3)=[C:23]([CH2:24][CH2:25][CH3:26])[N:18]2[N:17]=1. The yield is 0.490. The catalyst is C(OCC)(=O)C. The product is [CH3:13][O:14][CH2:15][C:16]1[N:47]=[C:19]2[N:20]([CH:43]([CH3:46])[CH2:44][CH3:45])[C:21](=[O:42])[C:22]([CH2:27][C:28]3[CH:33]=[CH:32][C:31]([C:34]4[CH:39]=[CH:38][CH:37]=[CH:36][C:35]=4[C:40]4[NH:3][C:4](=[O:7])[O:5][N:41]=4)=[CH:30][CH:29]=3)=[C:23]([CH2:24][CH2:25][CH3:26])[N:18]2[N:17]=1. (4) The reactants are [Cl:1][C:2]1[CH:3]=[C:4]([C:8]2[N:12]=[C:11]([NH2:13])[NH:10][N:9]=2)[CH:5]=[CH:6][CH:7]=1.[NH:14]1[C:18]2[CH:19]=[CH:20][C:21]([C:23](=O)[CH2:24][C:25](OCC)=[O:26])=[CH:22][C:17]=2[N:16]=[N:15]1.CC1C=CC(S(O)(=O)=O)=CC=1. The catalyst is CCCCO. The product is [NH:14]1[C:18]2[CH:19]=[CH:20][C:21]([C:23]3[NH:13][C:11]4[N:10]([N:9]=[C:8]([C:4]5[CH:5]=[CH:6][CH:7]=[C:2]([Cl:1])[CH:3]=5)[N:12]=4)[C:25](=[O:26])[CH:24]=3)=[CH:22][C:17]=2[N:16]=[N:15]1. The yield is 0.330. (5) The reactants are CC(OC1C=CC=C(OC(C)C)C=1C1C(P(C2CCCCC2)C2CCCCC2)=CC=CC=1)C.C([O-])([O-])=O.[Cs+].[Cs+].[NH2:40][C:41]1[CH:49]=[C:48]2[C:44]([C:45]([CH3:57])=[N:46][N:47]2[C:50]([O:52][C:53]([CH3:56])([CH3:55])[CH3:54])=[O:51])=[CH:43][CH:42]=1.Cl[C:59]1[N:60]=[C:61]([NH:68][CH:69]2[CH2:71][CH2:70]2)[C:62]2[O:67][CH:66]=[CH:65][C:63]=2[N:64]=1. The catalyst is C(Cl)Cl.C1C=CC(/C=C/C(/C=C/C2C=CC=CC=2)=O)=CC=1.C1C=CC(/C=C/C(/C=C/C2C=CC=CC=2)=O)=CC=1.C1C=CC(/C=C/C(/C=C/C2C=CC=CC=2)=O)=CC=1.[Pd].[Pd]. The product is [CH:69]1([NH:68][C:61]2[C:62]3[O:67][CH:66]=[CH:65][C:63]=3[N:64]=[C:59]([NH:40][C:41]3[CH:49]=[C:48]4[C:44]([C:45]([CH3:57])=[N:46][N:47]4[C:50]([O:52][C:53]([CH3:54])([CH3:56])[CH3:55])=[O:51])=[CH:43][CH:42]=3)[N:60]=2)[CH2:71][CH2:70]1. The yield is 0.460. (6) The catalyst is C(OCC)C.O1CCCC1. The reactants are [H-].[Al+3].[Li+].[H-].[H-].[H-].[CH2:7]([S:14][C:15]1([CH2:21][N+:22]([O-])=O)[CH2:20][CH2:19][O:18][CH2:17][CH2:16]1)[C:8]1[CH:13]=[CH:12][CH:11]=[CH:10][CH:9]=1.O.O.O.O.O.O.O.O.O.O.[O-]S([O-])(=O)=O.[Na+].[Na+]. The product is [CH2:7]([S:14][C:15]1([CH2:21][NH2:22])[CH2:20][CH2:19][O:18][CH2:17][CH2:16]1)[C:8]1[CH:9]=[CH:10][CH:11]=[CH:12][CH:13]=1. The yield is 0.670. (7) The reactants are [CH3:1][N:2]([C:15]1[S:16][C:17]([CH3:20])=[N:18][N:19]=1)[S:3]([C:6]1[CH:11]=[CH:10][C:9]([N+:12]([O-])=O)=[CH:8][CH:7]=1)(=[O:5])=[O:4].O. The yield is 0.980. The catalyst is CCO.Cl.[Fe]. The product is [NH2:12][C:9]1[CH:10]=[CH:11][C:6]([S:3]([N:2]([CH3:1])[C:15]2[S:16][C:17]([CH3:20])=[N:18][N:19]=2)(=[O:5])=[O:4])=[CH:7][CH:8]=1. (8) The reactants are [C:1]([O:5][C:6]([NH:8][C@@H:9]([CH2:14][C:15]1[CH:20]=[CH:19][C:18]([O:21][CH2:22][C:23]#[CH:24])=[CH:17][CH:16]=1)[C:10]([O:12][CH3:13])=[O:11])=[O:7])([CH3:4])(C)C.C(O)(C(F)(F)F)=O.C(ON1C(=O)CCC1=O)(OCC1[C:48]2[C:43](=[CH:44][CH:45]=[CH:46][CH:47]=2)[C:42]2[C:37]1=[CH:38][CH:39]=[CH:40][CH:41]=2)=O.Cl. The catalyst is C(Cl)Cl.C1COCC1. The product is [CH:47]1[C:48]2[CH:4]([CH2:1][O:5][C:6]([NH:8][C@@H:9]([CH2:14][C:15]3[CH:16]=[CH:17][C:18]([O:21][CH2:22][C:23]#[CH:24])=[CH:19][CH:20]=3)[C:10]([O:12][CH3:13])=[O:11])=[O:7])[C:37]3[C:42](=[CH:41][CH:40]=[CH:39][CH:38]=3)[C:43]=2[CH:44]=[CH:45][CH:46]=1. The yield is 0.940.